This data is from Experimentally validated miRNA-target interactions with 360,000+ pairs, plus equal number of negative samples. The task is: Binary Classification. Given a miRNA mature sequence and a target amino acid sequence, predict their likelihood of interaction. (1) The miRNA is hsa-miR-4501 with sequence UAUGUGACCUCGGAUGAAUCA. The protein sequence of the target gene is MSDEASETGQRYNGQPILKRQKPILPYICSTLDFQEERDFLAKSIFPRLNDICSSRGTYFKAVDLRWSAVKAHKSFTSNQFRQYSCLQSQHLKLSLDYVNRCFPFFIGLLGQTYGDFLPDYTPFLLSQVKDFESLSKGKKNLYIAAKNGYPWVLKTPNCSLTEFEIIQAVFRKKSQFQFFYFRTSNSLLRTFNEEEEEEEEKLSSAYLLNEQGKMKVGKLKAKIIGKGLPVRFYRDLEELGDMVWKDWSAVVEKLYPFTTIMGNIDYKHSFENLYHEEFVENCKQVFVTSKESNRTFEIL.... Result: 0 (no interaction). (2) The miRNA is hsa-miR-367-3p with sequence AAUUGCACUUUAGCAAUGGUGA. The protein sequence of the target gene is MRLKIGFILRSLLVVGSFLGLVVLWSSLTPRPDDPSPLSRMREDRDVNDPMPNRGGNGLAPGEDRFKPVVPWPHVEGVEVDLESIRRINKAKNEQEHHAGGDSQKDIMQRQYLTFKPQTFTYHDPVLRPGILGNFEPKEPEPPGVVGGPGEKAKPLVLGPEFKQAIQASIKEFGFNMVASDMISLDRSVNDLRQEECKYWHYDENLLTSSVVIVFHNEGWSTLMRTVHSVIKRTPRKYLAEIVLIDDFSNKEHLKEKLDEYIKLWNGLVKVFRNERREGLIQARSIGAQKAKLGQVLIYL.... Result: 1 (interaction). (3) The miRNA is hsa-miR-3064-5p with sequence UCUGGCUGUUGUGGUGUGCAA. The protein sequence of the target gene is MSADGAEADGSTQVTVEEPVQQPSVVDRVASMPLISSTCDMVSAAYASTKESYPHIKTVCDAAEKGVRTLTAAAVSGAQPILSKLEPQIASASEYAHRGLDKLEENLPILQQPTEKVLADTKELVSSKVSGAQEMVSSAKDTVATQLSEAVDATRGAVQSGVDKTKSVVTGGVQSVMGSRLGQMVLSGVDTVLGKSEEWADNHLPLTDAELARIATSLDGFDVASVQQQRQEQSYFVRLGSLSERLRQHAYEHSLGKLRATKQRAQEALLQLSQVLSLMETVKQGVDQKLVEGQEKLHQM.... Result: 1 (interaction).